Predict the reactants needed to synthesize the given product. From a dataset of Full USPTO retrosynthesis dataset with 1.9M reactions from patents (1976-2016). Given the product [CH3:1][O:2][C:3]([C:5]1[C:33]([Br:34])=[C:8]2[N:9]=[CH:10][C:11]([C:19]3[CH:20]=[CH:21][C:22]([O:25][CH2:26][C:27]4[CH:28]=[CH:29][CH:30]=[CH:31][CH:32]=4)=[CH:23][CH:24]=3)=[C:12]([CH:13]3[CH2:18][CH2:17][CH2:16][CH2:15][CH2:14]3)[N:7]2[N:6]=1)=[O:4], predict the reactants needed to synthesize it. The reactants are: [CH3:1][O:2][C:3]([C:5]1[CH:33]=[C:8]2[N:9]=[CH:10][C:11]([C:19]3[CH:24]=[CH:23][C:22]([O:25][CH2:26][C:27]4[CH:32]=[CH:31][CH:30]=[CH:29][CH:28]=4)=[CH:21][CH:20]=3)=[C:12]([CH:13]3[CH2:18][CH2:17][CH2:16][CH2:15][CH2:14]3)[N:7]2[N:6]=1)=[O:4].[Br:34]N1C(=O)CCC1=O.